From a dataset of Retrosynthesis with 50K atom-mapped reactions and 10 reaction types from USPTO. Predict the reactants needed to synthesize the given product. (1) Given the product CCOC(=O)c1cn(Cc2ccc(Cl)cc2)c2cc(F)c(F)cc2c1=O, predict the reactants needed to synthesize it. The reactants are: CCOC(=O)c1c[nH]c2cc(F)c(F)cc2c1=O.Clc1ccc(CBr)cc1. (2) Given the product COc1cc(O)cc(-c2cccc(C3(c4ccccc4)N=C(N)N(C)C3=O)c2)c1, predict the reactants needed to synthesize it. The reactants are: CN1C(=O)C(c2ccccc2)(c2cccc(Br)c2)N=C1N.COc1cc(O)cc(B2OC(C)(C)C(C)(C)O2)c1.